From a dataset of Catalyst prediction with 721,799 reactions and 888 catalyst types from USPTO. Predict which catalyst facilitates the given reaction. (1) Reactant: F[C:2]1[N:12]=[CH:11][CH:10]=[CH:9][C:3]=1[C:4]([O:6][CH2:7][CH3:8])=[O:5].C(N(C(C)C)CC)(C)C.[F:22][C@H:23]1[CH2:27][CH2:26][NH:25][CH2:24]1. Product: [F:22][C@H:23]1[CH2:27][CH2:26][N:25]([C:2]2[N:12]=[CH:11][CH:10]=[CH:9][C:3]=2[C:4]([O:6][CH2:7][CH3:8])=[O:5])[CH2:24]1. The catalyst class is: 3. (2) Reactant: Br[C:2]1[N:7]=[CH:6][C:5]([C:8]2[C:16]3[C:11](=[CH:12][C:13]([F:17])=[CH:14][CH:15]=3)[N:10]([S:18]([C:21]3[CH:26]=[CH:25][CH:24]=[CH:23][CH:22]=3)(=[O:20])=[O:19])[CH:9]=2)=[CH:4][CH:3]=1.[NH2:27][CH2:28][CH2:29][CH2:30][S:31]([NH2:34])(=[O:33])=[O:32].CCN(C(C)C)C(C)C. Product: [F:17][C:13]1[CH:12]=[C:11]2[C:16]([C:8]([C:5]3[CH:4]=[CH:3][C:2]([NH:27][CH2:28][CH2:29][CH2:30][S:31]([NH2:34])(=[O:33])=[O:32])=[N:7][CH:6]=3)=[CH:9][N:10]2[S:18]([C:21]2[CH:26]=[CH:25][CH:24]=[CH:23][CH:22]=2)(=[O:20])=[O:19])=[CH:15][CH:14]=1. The catalyst class is: 296. (3) Reactant: [Cl-].[CH3:2][O:3][C:4]1[CH:5]=[C:6]2[C:11](=[CH:12][C:13]=1[O:14][CH3:15])[N:10]=[CH:9][CH:8]=[C:7]2[CH2:16][NH3+:17].[Cl:18][C:19]1[CH:27]=[CH:26][C:22]([C:23](O)=[O:24])=[C:21]([CH:28]=[CH2:29])[CH:20]=1.Cl.CN(C)CCCN=C=NCC.O.ON1C2C=CC=CC=2N=N1.C(N(CC)CC)C. Product: [Cl:18][C:19]1[CH:27]=[CH:26][C:22]([C:23]([NH:17][CH2:16][C:7]2[C:6]3[C:11](=[CH:12][C:13]([O:14][CH3:15])=[C:4]([O:3][CH3:2])[CH:5]=3)[N:10]=[CH:9][CH:8]=2)=[O:24])=[C:21]([CH:28]=[CH2:29])[CH:20]=1. The catalyst class is: 2. (4) Reactant: [F:1][C:2]([F:38])([F:37])[C:3]1[CH:4]=[C:5]([CH:30]=[C:31]([C:33]([F:36])([F:35])[F:34])[CH:32]=1)[CH2:6][N:7]([CH3:29])[C:8](=[O:28])[C:9]1[C:14]([C:15]2[CH:20]=[CH:19][CH:18]=[CH:17][C:16]=2[CH3:21])=[CH:13][C:12]([N:22]2[CH2:27][CH2:26][NH:25][CH2:24][CH2:23]2)=[N:11][CH:10]=1.Cl[CH2:40][C:41]1[N:45]=[CH:44][O:43][N:42]=1.C(=O)([O-])[O-].[K+].[K+]. Product: [F:38][C:2]([F:37])([F:1])[C:3]1[CH:4]=[C:5]([CH:30]=[C:31]([C:33]([F:35])([F:36])[F:34])[CH:32]=1)[CH2:6][N:7]([CH3:29])[C:8](=[O:28])[C:9]1[C:14]([C:15]2[CH:20]=[CH:19][CH:18]=[CH:17][C:16]=2[CH3:21])=[CH:13][C:12]([N:22]2[CH2:23][CH2:24][N:25]([CH2:40][C:41]3[N:45]=[CH:44][O:43][N:42]=3)[CH2:26][CH2:27]2)=[N:11][CH:10]=1. The catalyst class is: 47. (5) Reactant: [Cl:1][C:2]1[N:10]=[C:9]2[C:5]([N:6]([CH2:21][C:22]3[CH:27]=[CH:26][C:25]([Cl:28])=[CH:24][CH:23]=3)[C:7]([C:11]3[CH:16]=[C:15]([CH3:17])[CH:14]=[CH:13][C:12]=3[O:18][CH2:19][CH3:20])=[N:8]2)=[C:4](Cl)[N:3]=1.[CH:30]1([C@H:34]([NH2:36])[CH3:35])[CH2:33][CH2:32][CH2:31]1. Product: [Cl:1][C:2]1[N:10]=[C:9]2[C:5]([N:6]([CH2:21][C:22]3[CH:23]=[CH:24][C:25]([Cl:28])=[CH:26][CH:27]=3)[C:7]([C:11]3[CH:16]=[C:15]([CH3:17])[CH:14]=[CH:13][C:12]=3[O:18][CH2:19][CH3:20])=[N:8]2)=[C:4]([NH:36][C@@H:34]([CH:30]2[CH2:33][CH2:32][CH2:31]2)[CH3:35])[N:3]=1. The catalyst class is: 8.